This data is from Full USPTO retrosynthesis dataset with 1.9M reactions from patents (1976-2016). The task is: Predict the reactants needed to synthesize the given product. (1) Given the product [NH2:1][C@@H:2]([CH2:35][CH:36]1[CH2:37][CH2:38][CH2:39][CH2:40][CH2:41]1)[C@H:3]([OH:34])[CH2:4][N:5]([CH2:23][C:24]1[CH:29]=[C:28]([O:30][CH3:31])[CH:27]=[C:26]([O:32][CH3:33])[CH:25]=1)[C:6]([O:8][CH2:9][CH:10]1[C:11]2[CH:12]=[CH:13][CH:14]=[CH:15][C:16]=2[C:17]2[C:22]1=[CH:21][CH:20]=[CH:19][CH:18]=2)=[O:7], predict the reactants needed to synthesize it. The reactants are: [NH2:1][C@@H:2]([CH2:35][C:36]1[CH:37]=[C:38](C)[CH:39]=[CH:40][CH:41]=1)[C@H:3]([OH:34])[CH2:4][N:5]([CH2:23][C:24]1[CH:29]=[C:28]([O:30][CH3:31])[CH:27]=[C:26]([O:32][CH3:33])[CH:25]=1)[C:6]([O:8][CH2:9][CH:10]1[C:22]2[CH:21]=[CH:20][CH:19]=[CH:18][C:17]=2[C:16]2[C:11]1=[CH:12][CH:13]=[CH:14][CH:15]=2)=[O:7].O1C[C@@H]1[C@@H](NC(=O)OC(C)(C)C)CC1C=C(C)C=CC=1. (2) Given the product [NH2:46][C:14]1[C:15]2[C:10](=[CH:9][C:8]([C:6]([N:4]3[CH2:5][C:2]([F:1])([CH3:31])[CH2:3]3)=[O:7])=[CH:17][CH:16]=2)[C:11]([C:19]2[CH:24]=[CH:23][C:22]([C:25]3[CH:26]=[N:27][N:28]([CH3:30])[CH:29]=3)=[CH:21][CH:20]=2)=[CH:12][N:13]=1, predict the reactants needed to synthesize it. The reactants are: [F:1][C:2]1([CH3:31])[CH2:5][N:4]([C:6]([C:8]2[CH:9]=[C:10]3[C:15](=[CH:16][CH:17]=2)[CH:14]=[N+:13]([O-])[CH:12]=[C:11]3[C:19]2[CH:24]=[CH:23][C:22]([C:25]3[CH:26]=[N:27][N:28]([CH3:30])[CH:29]=3)=[CH:21][CH:20]=2)=[O:7])[CH2:3]1.S(Cl)(C1C=CC(C)=CC=1)(=O)=O.C(C[NH2:46])O. (3) Given the product [F:18][C:15]([F:16])([F:17])[C@@H:14]([O:19][CH3:20])[CH2:13][N:10]1[CH2:11][CH2:12][C:6]2[CH:5]=[C:4]([NH2:1])[CH:22]=[CH:21][C:7]=2[CH2:8][CH2:9]1, predict the reactants needed to synthesize it. The reactants are: [N+:1]([C:4]1[CH:22]=[CH:21][C:7]2[CH2:8][CH2:9][N:10]([CH2:13][C@H:14]([O:19][CH3:20])[C:15]([F:18])([F:17])[F:16])[CH2:11][CH2:12][C:6]=2[CH:5]=1)([O-])=O.